This data is from Full USPTO retrosynthesis dataset with 1.9M reactions from patents (1976-2016). The task is: Predict the reactants needed to synthesize the given product. (1) Given the product [OH:5][CH:6]1[C@H:11]([CH3:12])[CH2:10][CH2:9][C@@H:8]([C:13]([OH:15])=[O:16])[CH2:7]1, predict the reactants needed to synthesize it. The reactants are: [OH-].[Na+].BrBr.[OH:5][CH:6]1[C@H:11]([CH3:12])[CH2:10][CH2:9][C@@H:8]([C:13](=[O:15])C)[CH2:7]1.[O:16](Br)[Na].S([O-])([O-])=O.[Na+].[Na+].Cl. (2) Given the product [CH3:24][N:26]([CH3:27])[CH2:30][CH2:29][NH:28][C:21]([C:17]1[C:18]2[C:13](=[N:12][C:11]3[C:20]([N:19]=2)=[C:7]2[CH:6]=[CH:5][CH:4]=[C:3]([O:2][CH3:1])[C:8]2=[CH:9][CH:10]=3)[CH:14]=[CH:15][CH:16]=1)=[O:23], predict the reactants needed to synthesize it. The reactants are: [CH3:1][O:2][C:3]1[C:8]2=[CH:9][CH:10]=[C:11]3[C:20]([N:19]=[C:18]4[C:13]([CH:14]=[CH:15][CH:16]=[C:17]4[C:21]([OH:23])=O)=[N:12]3)=[C:7]2[CH:6]=[CH:5][CH:4]=1.[C:24](N1C=CN=C1)([N:26]1[CH:30]=[CH:29][N:28]=[CH:27]1)=O.CN(C)CCN. (3) Given the product [C:9]1([S+:15]([C:23]2[CH:28]=[CH:27][CH:26]=[CH:25][CH:24]=2)[C:16]2[CH:21]=[CH:20][C:19]([OH:22])=[CH:18][CH:17]=2)[CH:14]=[CH:13][CH:12]=[CH:11][CH:10]=1.[F:46][C:31]([F:30])([S:42]([OH:45])(=[O:44])=[O:43])[CH2:32][O:33][C:34]([CH:36]1[CH2:41][CH2:40][CH2:39][CH2:38][CH2:37]1)=[O:35], predict the reactants needed to synthesize it. The reactants are: FC(F)(F)S([O-])(=O)=O.[C:9]1([S+:15]([C:23]2[CH:28]=[CH:27][CH:26]=[CH:25][CH:24]=2)[C:16]2[CH:21]=[CH:20][C:19]([OH:22])=[CH:18][CH:17]=2)[CH:14]=[CH:13][CH:12]=[CH:11][CH:10]=1.[Na].[F:30][C:31]([F:46])([S:42]([OH:45])(=[O:44])=[O:43])[CH2:32][O:33][C:34]([CH:36]1[CH2:41][CH2:40][CH2:39][CH2:38][CH2:37]1)=[O:35]. (4) Given the product [CH2:27]([N:17]1[C:16](=[O:30])[C:15]2[NH:14][C:12]([CH2:11][C:8]3[CH:9]=[CH:10][C:5]([NH:4][C:1](=[O:3])[CH3:2])=[CH:6][CH:7]=3)=[N:21][C:20]=2[N:19]([CH2:22][CH2:23][CH2:24][CH3:25])[C:18]1=[O:26])[CH:28]=[CH2:29], predict the reactants needed to synthesize it. The reactants are: [C:1]([NH:4][C:5]1[CH:10]=[CH:9][C:8]([CH2:11][C:12]([NH:14][C:15]2[C:16](=[O:30])[N:17]([CH2:27][CH:28]=[CH2:29])[C:18](=[O:26])[N:19]([CH2:22][CH2:23][CH2:24][CH3:25])[C:20]=2[NH2:21])=O)=[CH:7][CH:6]=1)(=[O:3])[CH3:2].CO.Cl. (5) Given the product [C:5]([N:8]1[CH2:14][CH2:13][C:12]2[CH:15]=[CH:16][C:17]([C:23](=[O:24])[CH2:22][CH2:21][CH2:20][Cl:19])=[CH:18][C:11]=2[CH2:10][CH2:9]1)(=[O:7])[CH3:6], predict the reactants needed to synthesize it. The reactants are: [Cl-].[Al+3].[Cl-].[Cl-].[C:5]([N:8]1[CH2:14][CH2:13][C:12]2[CH:15]=[CH:16][CH:17]=[CH:18][C:11]=2[CH2:10][CH2:9]1)(=[O:7])[CH3:6].[Cl:19][CH2:20][CH2:21][CH2:22][C:23](Cl)=[O:24]. (6) Given the product [Cl:1][C:2]1[S:3][C:4]([Cl:18])=[CH:5][C:6]=1[CH:7]1[O:19][C:8]1([CH2:9][OH:10])[C:11]1[CH:16]=[CH:15][C:14]([F:17])=[CH:13][CH:12]=1, predict the reactants needed to synthesize it. The reactants are: [Cl:1][C:2]1[S:3][C:4]([Cl:18])=[CH:5][C:6]=1/[CH:7]=[C:8](\[C:11]1[CH:16]=[CH:15][C:14]([F:17])=[CH:13][CH:12]=1)/[CH:9]=[O:10].[OH-:19].[Na+].OO.[BH4-].[Na+]. (7) Given the product [CH2:1]([O:3][C:4](=[O:16])[NH:5][C:6]1[C:7]([N+:17]([O-:19])=[O:18])=[C:8]2[C:12](=[CH:13][CH:14]=1)[C:11](=[O:15])[CH2:10][CH2:9]2)[CH3:2], predict the reactants needed to synthesize it. The reactants are: [CH2:1]([O:3][C:4](=[O:16])[NH:5][C:6]1[CH:7]=[C:8]2[C:12](=[CH:13][CH:14]=1)[C:11](=[O:15])[CH2:10][CH2:9]2)[CH3:2].[N+:17]([O-])([O-:19])=[O:18].[K+]. (8) Given the product [CH2:35]([N:28]([CH:29]1[CH2:30][CH2:31][O:32][CH2:33][CH2:34]1)[C:27]1[C:4]2[CH2:1][CH:20]=[CH:19][CH2:18][CH:16]([CH3:17])[C:15]3[CH:14]=[C:13]([CH3:21])[N:12]=[C:11]([O:22][CH3:23])[C:10]=3[CH2:9][NH:8][C:6](=[O:7])[C:5]=2[CH:24]=[CH:25][CH:26]=1)[CH3:36], predict the reactants needed to synthesize it. The reactants are: [CH2:1]([C:4]1[C:27]([N:28]([CH2:35][CH3:36])[CH:29]2[CH2:34][CH2:33][O:32][CH2:31][CH2:30]2)=[CH:26][CH:25]=[CH:24][C:5]=1[C:6]([NH:8][CH2:9][C:10]1[C:11]([O:22][CH3:23])=[N:12][C:13]([CH3:21])=[CH:14][C:15]=1[CH:16]([CH2:18][CH:19]=[CH2:20])[CH3:17])=[O:7])C=C. (9) Given the product [CH2:12]([O:11][C:7]1[C:6]2[C:2]([NH:1][C:28]3[CH:29]=[CH:30][C:31]([Cl:36])=[C:32]([S:34][CH3:35])[CH:33]=3)=[N:3][N:4]([C@@H:19]3[C@@H:24]([C:25]#[N:26])[CH2:23][CH2:22][O:21][CH2:20]3)[C:5]=2[CH:10]=[CH:9][N:8]=1)[C:13]1[CH:14]=[CH:15][CH:16]=[CH:17][CH:18]=1, predict the reactants needed to synthesize it. The reactants are: [NH2:1][C:2]1[C:6]2[C:7]([O:11][CH2:12][C:13]3[CH:18]=[CH:17][CH:16]=[CH:15][CH:14]=3)=[N:8][CH:9]=[CH:10][C:5]=2[N:4]([C@@H:19]2[C@@H:24]([C:25]#[N:26])[CH2:23][CH2:22][O:21][CH2:20]2)[N:3]=1.Br[C:28]1[CH:29]=[CH:30][C:31]([Cl:36])=[C:32]([S:34][CH3:35])[CH:33]=1.C([O-])(=O)C.[K+].C(P(C(C)(C)C)C1C(C)=C(C)C(C)=C(C)C=1C1C(C(C)C)=CC(C(C)C)=CC=1C(C)C)(C)(C)C.